Task: Predict the reactants needed to synthesize the given product.. Dataset: Full USPTO retrosynthesis dataset with 1.9M reactions from patents (1976-2016) (1) Given the product [CH3:17][C:16]([S@@:14]([N:13]1[CH2:2][CH2:3][CH2:4][CH2:5][C@H:6]1[C:7]1[CH:12]=[CH:11][CH:10]=[CH:9][CH:8]=1)=[O:15])([CH3:19])[CH3:18], predict the reactants needed to synthesize it. The reactants are: Cl[CH2:2][CH2:3][CH2:4][CH2:5]/[C:6](=[N:13]\[S@:14]([C:16]([CH3:19])([CH3:18])[CH3:17])=[O:15])/[C:7]1[CH:12]=[CH:11][CH:10]=[CH:9][CH:8]=1.CC(C[AlH]CC(C)C)C.[Li+].C[Si]([N-][Si](C)(C)C)(C)C. (2) Given the product [NH:1]1[C:9]2[C:4](=[CH:5][C:6]([NH:10][C:11]3[C:16]([C:17]#[N:18])=[CH:15][N:14]=[C:13]4[S:19][C:20]([C:22]#[C:23][C:29]5[CH:34]=[CH:33][N:32]=[CH:31][CH:30]=5)=[CH:21][C:12]=34)=[CH:7][CH:8]=2)[CH:3]=[CH:2]1, predict the reactants needed to synthesize it. The reactants are: [NH:1]1[C:9]2[C:4](=[CH:5][C:6]([NH:10][C:11]3[C:16]([C:17]#[N:18])=[CH:15][N:14]=[C:13]4[S:19][C:20]([C:22]#[C:23][Si](C)(C)C)=[CH:21][C:12]=34)=[CH:7][CH:8]=2)[CH:3]=[CH:2]1.I[C:29]1[CH:34]=[CH:33][N:32]=[CH:31][CH:30]=1.C(=O)([O-])[O-].[K+].[K+].C1(P(C2C=CC=CC=2)C2C=CC=CC=2)C=CC=CC=1.